This data is from Full USPTO retrosynthesis dataset with 1.9M reactions from patents (1976-2016). The task is: Predict the reactants needed to synthesize the given product. The reactants are: Cl.[F:2][C:3]([F:15])([F:14])[C:4]1[CH:13]=[CH:12][C:11]2[CH2:10][NH:9][CH2:8][CH2:7][C:6]=2[N:5]=1.[CH3:16][S:17]([C:20]1[CH:21]=[CH:22][C:23]([O:29][C@@H:30]([CH3:35])[C:31]([F:34])([F:33])[F:32])=[C:24]([CH:28]=1)[C:25](O)=[O:26])(=[O:19])=[O:18]. Given the product [CH3:16][S:17]([C:20]1[CH:21]=[CH:22][C:23]([O:29][C@@H:30]([CH3:35])[C:31]([F:32])([F:33])[F:34])=[C:24]([C:25]([N:9]2[CH2:8][CH2:7][C:6]3[N:5]=[C:4]([C:3]([F:2])([F:14])[F:15])[CH:13]=[CH:12][C:11]=3[CH2:10]2)=[O:26])[CH:28]=1)(=[O:19])=[O:18], predict the reactants needed to synthesize it.